Dataset: Experimentally validated miRNA-target interactions with 360,000+ pairs, plus equal number of negative samples. Task: Binary Classification. Given a miRNA mature sequence and a target amino acid sequence, predict their likelihood of interaction. (1) The miRNA is hsa-miR-767-5p with sequence UGCACCAUGGUUGUCUGAGCAUG. The protein sequence of the target gene is MSLNPPIFLKRSEENSSKFVETKQSQTTSIASEDPLQNLCLASQEVLQKAQQSGRSKCLKCGGSRMFYCYTCYVPVENVPIEQIPLVKLPLKIDIIKHPNETDGKSTAIHAKLLAPEFVNIYTYPCIPEYEEKDHEVALIFPGPQSISIKDISFHLQKRIQNNVRGKNDDPDKPSFKRKRTEEQEFCDLNDSKCKGTTLKKIIFIDSTWNQTNKIFTDERLQGLLQVELKTRKTCFWRHQKGKPDTFLSTIEAIYYFLVDYHTDILKEKYRGQYDNLLFFYSFMYQLIKNAKCSGDKETG.... Result: 0 (no interaction). (2) The miRNA is hsa-miR-4472 with sequence GGUGGGGGGUGUUGUUUU. Result: 1 (interaction). The protein sequence of the target gene is MELWGRMLWALLSGPGRRGSTRGWAFSSWQPQPPLAGLSSAIELVSHWTGVFEKRGIPEARESSEYIVAHVLGAKTFQSLRPALWTQPLTSQQLQCIRELSSRRLQRMPVQYILGEWDFQGLSLRMVPPVFIPRPETEELVEWVLEEVAQRSHAVGSPGSPLILEVGCGSGAISLSLLSQLPQSRVIAVDKREAAISLTHENAQRLRLQDRIWIIHLDMTSERSWTHLPWGPMDLIVSNPPYVFHQDMEQLAPEIRSYEDPAALDGGEEGMDIITHILALAPRLLKDSGSIFLEVDPRHP....